This data is from Forward reaction prediction with 1.9M reactions from USPTO patents (1976-2016). The task is: Predict the product of the given reaction. (1) The product is: [NH2:8][C:9]1[CH:10]=[CH:11][C:12]([C:13]2[O:15][C:3]3[CH:4]=[CH:5][CH:6]=[CH:7][C:2]=3[N:1]=2)=[CH:16][CH:17]=1.[S:20]1[C:3]2[CH:4]=[CH:5][CH:6]=[CH:7][C:2]=2[N:18]=[CH:19]1.[N:1]1[C:2]2[CH:7]=[CH:6][CH:5]=[CH:4][C:3]=2[NH:26][CH:25]=1.[C:19]([CH:27]([C:25]#[N:26])[C:28]([NH2:30])=[O:29])(=[S:20])[NH2:18]. Given the reactants [NH2:1][C:2]1[CH:7]=[CH:6][CH:5]=[CH:4][CH:3]=1.[NH2:8][C:9]1[CH:17]=[CH:16][C:12]([C:13]([OH:15])=O)=[CH:11][CH:10]=1.[N-:18]=[C:19]=[S:20].C(Cl)(Cl)=S.[C:25]([CH2:27][C:28]([NH2:30])=[O:29])#[N:26], predict the reaction product. (2) Given the reactants [NH2:1][C:2]1[C:3]2[N:4]([C:8]([C@@H:27]3[CH2:32][CH2:31][CH2:30][NH:29][CH2:28]3)=[N:9][C:10]=2[C:11]2[CH:26]=[CH:25][C:14]([C:15]([NH:17][C:18]3[CH:23]=[C:22]([CH3:24])[CH:21]=[CH:20][N:19]=3)=[O:16])=[CH:13][CH:12]=2)[CH:5]=[CH:6][N:7]=1.C(P1(=O)OP(=O)(CCC)OP(=O)(CCC)O1)CC.[C:51](O)(=[O:53])[CH3:52].C(N(CC)CC)C, predict the reaction product. The product is: [NH2:1][C:2]1[C:3]2[N:4]([C:8]([C@@H:27]3[CH2:32][CH2:31][CH2:30][N:29]([C:51](=[O:53])[CH3:52])[CH2:28]3)=[N:9][C:10]=2[C:11]2[CH:12]=[CH:13][C:14]([C:15]([NH:17][C:18]3[CH:23]=[C:22]([CH3:24])[CH:21]=[CH:20][N:19]=3)=[O:16])=[CH:25][CH:26]=2)[CH:5]=[CH:6][N:7]=1. (3) Given the reactants C1[O:18][CH2:17][CH2:16]OCCOCCOCCOCCOC1.COC(CP(=O)(OCC(F)(F)F)OCC(F)(F)F)=O.C[Si]([N-][Si](C)(C)C)(C)C.[K+].[CH3:48][S:49][C:50]1[N:55]=[C:54]([C:56]2[CH:61]=[CH:60][CH:59]=[CH:58][CH:57]=2)[C:53]([CH:62]=O)=[C:52]([NH:64][C:65]2[CH:70]=[CH:69][CH:68]=[CH:67][CH:66]=2)[N:51]=1.[NH4+].[Cl-], predict the reaction product. The product is: [CH3:48][S:49][C:50]1[N:55]=[C:54]([C:56]2[CH:61]=[CH:60][CH:59]=[CH:58][CH:57]=2)[C:53]2[CH:62]=[CH:16][C:17](=[O:18])[N:64]([C:65]3[CH:70]=[CH:69][CH:68]=[CH:67][CH:66]=3)[C:52]=2[N:51]=1.